Dataset: Reaction yield outcomes from USPTO patents with 853,638 reactions. Task: Predict the reaction yield, written as a fraction of the theoretical maximum amount of product (1.0 means a 100% yield; for example, 0.34 means a 34% yield). (1) The reactants are [CH2:1]([N:8]1[CH2:31][CH:30]([CH:32]([OH:35])CO)[O:29][C:10]2([CH2:15][CH2:14][N:13]([C:16]([C:18]3[CH:23]=[CH:22][C:21]([O:24][CH:25]([CH3:27])[CH3:26])=[C:20]([CH3:28])[CH:19]=3)=[O:17])[CH2:12][CH2:11]2)[CH2:9]1)[C:2]1[CH:7]=[CH:6][CH:5]=[CH:4][CH:3]=1.CC([OH:40])(C)C.CC(=CC)C.[O-]Cl=O.[Na+]. The catalyst is C1COCC1.O. The product is [CH2:1]([N:8]1[CH2:31][CH:30]([C:32]([OH:40])=[O:35])[O:29][C:10]2([CH2:11][CH2:12][N:13]([C:16](=[O:17])[C:18]3[CH:23]=[CH:22][C:21]([O:24][CH:25]([CH3:26])[CH3:27])=[C:20]([CH3:28])[CH:19]=3)[CH2:14][CH2:15]2)[CH2:9]1)[C:2]1[CH:7]=[CH:6][CH:5]=[CH:4][CH:3]=1. The yield is 1.00. (2) The reactants are [CH:1]1([S:6][CH:7]([C:11]2[CH:16]=[CH:15][C:14]([O:17][C:18]3[CH:23]=[CH:22][CH:21]=[CH:20][CH:19]=3)=[CH:13][CH:12]=2)[C:8]([OH:10])=O)[CH2:5][CH2:4][CH2:3][CH2:2]1.[NH2:24][C:25]1[CH:30]=[CH:29][CH:28]=[CH:27][N:26]=1. The catalyst is C1COCC1. The product is [CH:1]1([S:6][CH:7]([C:11]2[CH:12]=[CH:13][C:14]([O:17][C:18]3[CH:19]=[CH:20][CH:21]=[CH:22][CH:23]=3)=[CH:15][CH:16]=2)[C:8]([NH:24][C:25]2[CH:30]=[CH:29][CH:28]=[CH:27][N:26]=2)=[O:10])[CH2:5][CH2:4][CH2:3][CH2:2]1. The yield is 0.780. (3) The reactants are [F:1][C:2]1[CH:7]=[CH:6][C:5]([C:8]2[CH2:17][CH2:16][C:11]3([O:15][CH2:14][CH2:13][O:12]3)[CH2:10][CH:9]=2)=[CH:4][CH:3]=1. The catalyst is C1(C)C=CC=CC=1.O=[Pt]=O. The product is [F:1][C:2]1[CH:7]=[CH:6][C:5]([CH:8]2[CH2:17][CH2:16][C:11]3([O:12][CH2:13][CH2:14][O:15]3)[CH2:10][CH2:9]2)=[CH:4][CH:3]=1. The yield is 0.980. (4) The reactants are [H-].[Al+3].[Li+].[H-].[H-].[H-].[CH3:7][N:8]([CH3:20])[C:9]([C:11]1[C:19]2[C:14](=[CH:15][CH:16]=[CH:17][CH:18]=2)[NH:13][N:12]=1)=O.O.O.O.O.O.O.O.O.O.O.S([O-])([O-])(=O)=O.[Na+].[Na+]. The catalyst is C1COCC1. The product is [CH3:20][N:8]([CH2:9][C:11]1[C:19]2[C:14](=[CH:15][CH:16]=[CH:17][CH:18]=2)[NH:13][N:12]=1)[CH3:7]. The yield is 0.760. (5) The reactants are [CH3:1][O:2][C:3]([C:5]1([C:9]2[CH:14]=[CH:13][C:12]([NH:15][C:16]3[C:21]4[CH2:22][CH2:23][CH2:24][C:20]=4[N:19]=[C:18](Cl)[N:17]=3)=[CH:11][CH:10]=2)[CH2:8][CH2:7][CH2:6]1)=[O:4].[NH:26]1[CH2:31][CH2:30][O:29][CH2:28][CH2:27]1.C(N(C(C)C)CC)(C)C. The catalyst is C(O)(C)C. The product is [CH3:1][O:2][C:3]([C:5]1([C:9]2[CH:14]=[CH:13][C:12]([NH:15][C:16]3[C:21]4[CH2:22][CH2:23][CH2:24][C:20]=4[N:19]=[C:18]([N:26]4[CH2:31][CH2:30][O:29][CH2:28][CH2:27]4)[N:17]=3)=[CH:11][CH:10]=2)[CH2:8][CH2:7][CH2:6]1)=[O:4]. The yield is 0.830. (6) The reactants are [CH:1]1([NH:4][C:5]2[C:6]([C:19]([O:21][CH3:22])=[O:20])=[N:7][CH:8]=[C:9]([CH2:11][C:12]3[CH:17]=[CH:16][C:15]([F:18])=[CH:14][CH:13]=3)[CH:10]=2)[CH2:3][CH2:2]1.Cl[C:24](=[O:31])[CH2:25][C:26]([O:28][CH2:29][CH3:30])=[O:27].C(=O)(O)[O-].[Na+]. The catalyst is ClCCl. The product is [CH:1]1([N:4]([C:24](=[O:31])[CH2:25][C:26]([O:28][CH2:29][CH3:30])=[O:27])[C:5]2[C:6]([C:19]([O:21][CH3:22])=[O:20])=[N:7][CH:8]=[C:9]([CH2:11][C:12]3[CH:17]=[CH:16][C:15]([F:18])=[CH:14][CH:13]=3)[CH:10]=2)[CH2:2][CH2:3]1. The yield is 0.880.